Dataset: Drug-target binding data from BindingDB using IC50 measurements. Task: Regression. Given a target protein amino acid sequence and a drug SMILES string, predict the binding affinity score between them. We predict pIC50 (pIC50 = -log10(IC50 in M); higher means more potent). Dataset: bindingdb_ic50. (1) The pIC50 is 3.2. The target protein (P46406) has sequence MVKVGVNGFGRIGRLVTRAAFNSGKVDVVAINDPFIDLHYMVYMFQYDSTHGKFHGTVKAENGKLVINGKAITIFQERDPANIKWGDAGAEYVVESTGVFTTMEKAGAHLKGGAKRVIISAPSADAPMFVMGVNHEKYDNSLKIVSNASCTTNCLAPLAKVIHDHFGIVEGLMTTVHAITATQKTVDGPSGKLWRDGRGAAQNIIPASTGAAKAVGKVIPELNGKLTGMAFRVPTPNVSVVDLTCRLEKAAKYDDIKKVVKQASEGPLKGILGYTEDQVVSCDFNSATHSSTFDAGAGIALNDHFVKLISWYDNEFGYSNRVVDLMVHMASKE. The compound is CC1(C)[C@H](O)CC[C@]2(C)[C@@H]3C[C@@H]4Nc5ccccc5[C@@H]4[C@]3(C)CC[C@@H]12. (2) The pIC50 is 9.3. The drug is CCCC[C@H](NC(=O)[C@H](CCCCN)NC(=O)[C@H](CCCN=C(N)N)NC(=O)[C@H](CC(C)C)NC(=O)[C@](C)(CC(C)C)NC(=O)[C@H](Cc1c[nH]cn1)NC(=O)[C@@H](Cc1ccccc1)NC(=O)[C@H](CO)NC(=O)[C@H](CC(C)C)NC(=O)[C@H](CC(=O)O)NC(C)=O)C(=O)N[C@H](C(=O)N[C@@H](CCC(=O)O)C(=O)N[C@H](C(=O)N[C@@H](CCC(=O)O)C(=O)N[C@@H](CCCCN)C(=O)N[C@@H](CCC(N)=O)C(=O)N[C@@H](CCC(=O)O)C(=O)N[C@@H](CCCCN)C(=O)N[C@@H](CCC(=O)O)C(=O)N[C@@H](CCCCN)C(=O)N[C@@H](CCC(=O)O)C(=O)N[C@@H](CCC(=O)O)C(=O)N[C@@H](C)C(=O)N[C@@H](C)C(=O)N[C@@H](CC(N)=O)C(=O)N[C@@H](CC(N)=O)C(=O)N[C@@H](CCCN=C(N)N)C(=O)N[C@@H](CC(C)C)C(=O)N[C@@H](CC(C)C)C(=O)N[C@@H](CC(C)C)C(=O)N[C@@H](CC(=O)O)C(=O)N[C@@](C)(CC(C)C)C(=O)N[C@@H](C(N)=O)[C@H](C)CC)[C@@H](C)CC)[C@@H](C)CC. The target protein (Q13324) has sequence MDAALLHSLLEANCSLALAEELLLDGWGPPLDPEGPYSYCNTTLDQIGTCWPRSAAGALVERPCPEYFNGVKYNTTRNAYRECLENGTWASKINYSQCEPILDDKQRKYDLHYRIALVVNYLGHCVSVAALVAAFLLFLALRSIRCLRNVIHWNLITTFILRNVMWFLLQLVDHEVHESNEVWCRCITTIFNYFVVTNFFWMFVEGCYLHTAIVMTYSTERLRKCLFLFIGWCIPFPIIVAWAIGKLYYENEQCWFGKEPGDLVDYIYQGPIILVLLINFVFLFNIVRILMTKLRASTTSETIQYRKAVKATLVLLPLLGITYMLFFVNPGEDDLSQIMFIYFNSFLQSFQGFFVSVFYCFFNGEVRSAVRKRWHRWQDHHSLRVPMARAMSIPTSPTRISFHSIKQTAAV.